Dataset: NCI-60 drug combinations with 297,098 pairs across 59 cell lines. Task: Regression. Given two drug SMILES strings and cell line genomic features, predict the synergy score measuring deviation from expected non-interaction effect. (1) Cell line: SW-620. Drug 2: CCC1=C2CN3C(=CC4=C(C3=O)COC(=O)C4(CC)O)C2=NC5=C1C=C(C=C5)O. Drug 1: CCC1=CC2CC(C3=C(CN(C2)C1)C4=CC=CC=C4N3)(C5=C(C=C6C(=C5)C78CCN9C7C(C=CC9)(C(C(C8N6C)(C(=O)OC)O)OC(=O)C)CC)OC)C(=O)OC.C(C(C(=O)O)O)(C(=O)O)O. Synergy scores: CSS=46.5, Synergy_ZIP=-6.77, Synergy_Bliss=-10.5, Synergy_Loewe=-7.94, Synergy_HSA=-6.68. (2) Drug 1: C1=NC2=C(N=C(N=C2N1C3C(C(C(O3)CO)O)O)F)N. Drug 2: C1CN(CCN1C(=O)CCBr)C(=O)CCBr. Cell line: M14. Synergy scores: CSS=22.5, Synergy_ZIP=-4.41, Synergy_Bliss=-8.08, Synergy_Loewe=1.27, Synergy_HSA=-4.03. (3) Synergy scores: CSS=51.1, Synergy_ZIP=11.4, Synergy_Bliss=10.5, Synergy_Loewe=0.773, Synergy_HSA=11.2. Cell line: 786-0. Drug 1: C1CCC(C1)C(CC#N)N2C=C(C=N2)C3=C4C=CNC4=NC=N3. Drug 2: C1=C(C(=O)NC(=O)N1)N(CCCl)CCCl. (4) Drug 1: CCC1=C2CN3C(=CC4=C(C3=O)COC(=O)C4(CC)O)C2=NC5=C1C=C(C=C5)O. Drug 2: CC1=C(C(=CC=C1)Cl)NC(=O)C2=CN=C(S2)NC3=CC(=NC(=N3)C)N4CCN(CC4)CCO. Cell line: TK-10. Synergy scores: CSS=4.68, Synergy_ZIP=-1.51, Synergy_Bliss=3.07, Synergy_Loewe=2.05, Synergy_HSA=3.50. (5) Drug 1: C1CCC(C1)C(CC#N)N2C=C(C=N2)C3=C4C=CNC4=NC=N3. Drug 2: C1=CN(C(=O)N=C1N)C2C(C(C(O2)CO)O)O.Cl. Cell line: HOP-62. Synergy scores: CSS=43.2, Synergy_ZIP=0.0183, Synergy_Bliss=-0.519, Synergy_Loewe=-48.0, Synergy_HSA=-1.36. (6) Drug 1: C1=CC(=CC=C1C#N)C(C2=CC=C(C=C2)C#N)N3C=NC=N3. Drug 2: C1CC(=O)NC(=O)C1N2C(=O)C3=CC=CC=C3C2=O. Cell line: K-562. Synergy scores: CSS=1.31, Synergy_ZIP=4.54, Synergy_Bliss=8.05, Synergy_Loewe=1.84, Synergy_HSA=2.62.